From a dataset of Reaction yield outcomes from USPTO patents with 853,638 reactions. Predict the reaction yield, written as a fraction of the theoretical maximum amount of product (1.0 means a 100% yield; for example, 0.34 means a 34% yield). (1) The reactants are [F:1][C:2]1[CH:7]=[CH:6][CH:5]=[C:4]([F:8])[C:3]=1[C:9]1[NH:13][CH:12]=[C:11]([C:14](OCC)=[O:15])[CH:10]=1.[H-].C([Al+]CC(C)C)C(C)C.O. The catalyst is O1CCCC1.C1(C)C=CC=CC=1.C(OCC)(=O)C.S([O-])([O-])(=O)=O.[Mg+2]. The product is [F:1][C:2]1[CH:7]=[CH:6][CH:5]=[C:4]([F:8])[C:3]=1[C:9]1[NH:13][CH:12]=[C:11]([CH2:14][OH:15])[CH:10]=1. The yield is 0.970. (2) The reactants are Br[C:2]1[C:6]([Br:7])=[CH:5][S:4][CH:3]=1.[CH3:8][O:9][C:10]1[CH:15]=[CH:14][C:13](B(O)O)=[CH:12][CH:11]=1.C(=O)([O-])[O-].[Na+].[Na+].C1(C)C=CC=CC=1. The catalyst is C(O)C.O.C1C=CC([P]([Pd]([P](C2C=CC=CC=2)(C2C=CC=CC=2)C2C=CC=CC=2)([P](C2C=CC=CC=2)(C2C=CC=CC=2)C2C=CC=CC=2)[P](C2C=CC=CC=2)(C2C=CC=CC=2)C2C=CC=CC=2)(C2C=CC=CC=2)C2C=CC=CC=2)=CC=1. The product is [Br:7][C:6]1[C:2]([C:13]2[CH:14]=[CH:15][C:10]([O:9][CH3:8])=[CH:11][CH:12]=2)=[CH:3][S:4][CH:5]=1. The yield is 0.306. (3) The reactants are [Br:1][C:2]1[CH:3]=[C:4]([NH2:9])[C:5]([NH2:8])=[N:6][CH:7]=1.[CH:10](O)=O. The catalyst is C(OC(OCC)OCC)C. The product is [Br:1][C:2]1[CH:3]=[C:4]2[N:9]=[CH:10][NH:8][C:5]2=[N:6][CH:7]=1. The yield is 0.867. (4) The reactants are [NH2:1][C@@H:2]1[C@@H:7]([CH3:8])[CH2:6][C@@H:5]([C:9]2[CH:14]=[CH:13][N:12]=[CH:11][C:10]=2[NH:15][C:16](=[O:32])[C:17]2[CH:22]=[CH:21][C:20]([F:23])=[C:19]([C:24]3[C:29]([F:30])=[CH:28][CH:27]=[CH:26][C:25]=3[F:31])[N:18]=2)[CH2:4][C@H:3]1[NH:33]C(=O)OC(C)(C)C.[C:41](OC(=O)C)(=[O:43])[CH3:42]. No catalyst specified. The product is [C:41]([NH:1][C@@H:2]1[C@@H:7]([CH3:8])[CH2:6][C@@H:5]([C:9]2[CH:14]=[CH:13][N:12]=[CH:11][C:10]=2[NH:15][C:16](=[O:32])[C:17]2[CH:22]=[CH:21][C:20]([F:23])=[C:19]([C:24]3[C:29]([F:30])=[CH:28][CH:27]=[CH:26][C:25]=3[F:31])[N:18]=2)[CH2:4][C@H:3]1[NH2:33])(=[O:43])[CH3:42]. The yield is 0.130. (5) The reactants are [CH2:1]([O:3][C:4]1[CH:5]=[C:6]2[C:11](=[C:12]3[CH2:16][C:15]([CH3:18])([CH3:17])[O:14][C:13]=13)[C:10]([C:19]1[CH:24]=[CH:23][C:22]([CH2:25][C:26]([O:28]C)=[O:27])=[CH:21][CH:20]=1)=[N:9][C:8]([CH3:31])([CH3:30])[CH2:7]2)[CH3:2].[OH-].[Na+].Cl. The catalyst is CO. The product is [CH2:1]([O:3][C:4]1[CH:5]=[C:6]2[C:11](=[C:12]3[CH2:16][C:15]([CH3:18])([CH3:17])[O:14][C:13]=13)[C:10]([C:19]1[CH:20]=[CH:21][C:22]([CH2:25][C:26]([OH:28])=[O:27])=[CH:23][CH:24]=1)=[N:9][C:8]([CH3:30])([CH3:31])[CH2:7]2)[CH3:2]. The yield is 0.910. (6) The reactants are [Cl:1][C:2]1[CH:3]=[C:4]2[C:8](=[CH:9][CH:10]=1)[N:7]([C:11]1[N:15]([CH3:16])[N:14]=[C:13]([CH3:17])[C:12]=1[CH2:18][CH2:19][C:20](OCC)=[O:21])[CH:6]=[CH:5]2.[H-].C([Al+]CC(C)C)C(C)C.CO.O. The catalyst is O1CCCC1. The product is [Cl:1][C:2]1[CH:3]=[C:4]2[C:8](=[CH:9][CH:10]=1)[N:7]([C:11]1[N:15]([CH3:16])[N:14]=[C:13]([CH3:17])[C:12]=1[CH2:18][CH2:19][CH2:20][OH:21])[CH:6]=[CH:5]2. The yield is 0.960. (7) The reactants are [NH2:1][C:2]1[CH:7]=[CH:6][C:5]([OH:8])=[CH:4][CH:3]=1.[CH3:9][C:10]([O:13][C:14](O[C:14]([O:13][C:10]([CH3:12])([CH3:11])[CH3:9])=[O:15])=[O:15])([CH3:12])[CH3:11]. The catalyst is C1COCC1. The product is [OH:8][C:5]1[CH:6]=[CH:7][C:2]([NH:1][C:14](=[O:15])[O:13][C:10]([CH3:12])([CH3:11])[CH3:9])=[CH:3][CH:4]=1. The yield is 0.820. (8) The reactants are CC([N:5]([C@@H:9]([CH2:22][C:23]1[CH:28]=[CH:27][C:26]([C:29]2[N:30]=[C:31]3[C:36]([CH:37]([OH:39])[CH3:38])=[CH:35][CH:34]=[CH:33][N:32]3[CH:40]=2)=[CH:25][CH:24]=1)[CH2:10][N:11]1[C:19](=[O:20])[C:18]2[C:13](=[CH:14][CH:15]=[CH:16][CH:17]=2)[C:12]1=[O:21])[C:6](=[O:8])[O-])(C)C.Cl.O1CCOCC1.C(N(CC)C(C)C)(C)C.[Cl:57][C:58]1[CH:59]=[C:60]([CH:75]=[CH:76][C:77]=1[O:78][CH:79]([CH3:81])[CH3:80])C(OC1C(F)=C(F)C(F)=C(F)C=1F)=O. The catalyst is O. The product is [Cl:57][C:58]1[CH:59]=[C:60]([CH:75]=[CH:76][C:77]=1[O:78][CH:79]([CH3:81])[CH3:80])[C:6]([NH:5][C@@H:9]([CH2:22][C:23]1[CH:24]=[CH:25][C:26]([C:29]2[N:30]=[C:31]3[C:36]([CH:37]([OH:39])[CH3:38])=[CH:35][CH:34]=[CH:33][N:32]3[CH:40]=2)=[CH:27][CH:28]=1)[CH2:10][N:11]1[C:12](=[O:21])[C:13]2[C:18](=[CH:17][CH:16]=[CH:15][CH:14]=2)[C:19]1=[O:20])=[O:8]. The yield is 1.00. (9) The reactants are CS([O:5][CH2:6][CH:7]1[CH2:12][CH2:11][N:10]([C:13]([O:15][C:16]([CH3:19])([CH3:18])[CH3:17])=[O:14])[CH2:9][CH2:8]1)(=O)=O.[Br:20][C:21]1[CH:28]=[CH:27][C:26](O)=[CH:25][C:22]=1[C:23]#[N:24].C([O-])([O-])=O.[K+].[K+].O. The catalyst is CN(C=O)C. The product is [Br:20][C:21]1[CH:28]=[CH:27][C:26]([O:5][CH2:6][CH:7]2[CH2:12][CH2:11][N:10]([C:13]([O:15][C:16]([CH3:19])([CH3:18])[CH3:17])=[O:14])[CH2:9][CH2:8]2)=[CH:25][C:22]=1[C:23]#[N:24]. The yield is 0.700.